Dataset: Reaction yield outcomes from USPTO patents with 853,638 reactions. Task: Predict the reaction yield, written as a fraction of the theoretical maximum amount of product (1.0 means a 100% yield; for example, 0.34 means a 34% yield). The reactants are [CH2:1]([O:8][C:9]1[C:10](Br)=[CH:11][N:12]=[C:13]2[C:18]=1[N:17]=[C:16]([O:19][CH3:20])[CH:15]=[CH:14]2)[C:2]1[CH:7]=[CH:6][CH:5]=[CH:4][CH:3]=1.[O:22]1CCOCC1.C1(P(C2C=CC=CC=2)C2C3OC4C(=CC=CC=4P(C4C=CC=CC=4)C4C=CC=CC=4)C(C)(C)C=3C=CC=2)C=CC=CC=1.[OH-].[K+]. The catalyst is O.C1C=CC(/C=C/C(/C=C/C2C=CC=CC=2)=O)=CC=1.C1C=CC(/C=C/C(/C=C/C2C=CC=CC=2)=O)=CC=1.C1C=CC(/C=C/C(/C=C/C2C=CC=CC=2)=O)=CC=1.[Pd].[Pd].C(OCC)(=O)C. The product is [CH2:1]([O:8][C:9]1[C:18]2[C:13](=[CH:14][CH:15]=[C:16]([O:19][CH3:20])[N:17]=2)[N:12]=[CH:11][C:10]=1[OH:22])[C:2]1[CH:7]=[CH:6][CH:5]=[CH:4][CH:3]=1. The yield is 0.530.